From a dataset of Forward reaction prediction with 1.9M reactions from USPTO patents (1976-2016). Predict the product of the given reaction. (1) Given the reactants [Cl:1][C:2]1[CH:7]=[CH:6][C:5]([C:8]([C:33]2[CH:38]=[CH:37][C:36]([Cl:39])=[CH:35][CH:34]=2)([C:10]2[CH:11]=[C:12]3[C:17](=[CH:18][CH:19]=2)[N:16]=[N:15][CH:14]=[C:13]3[N:20]2[CH2:25][CH2:24][CH:23]([NH:26][C:27]3[CH:32]=[CH:31][CH:30]=[CH:29][CH:28]=3)[CH2:22][CH2:21]2)O)=[CH:4][CH:3]=1.ClCCl.FC(F)(F)C(O)=O.[SiH](CC)(CC)CC, predict the reaction product. The product is: [Cl:1][C:2]1[CH:7]=[CH:6][C:5]([CH:8]([C:33]2[CH:34]=[CH:35][C:36]([Cl:39])=[CH:37][CH:38]=2)[C:10]2[CH:11]=[C:12]3[C:17](=[CH:18][CH:19]=2)[N:16]=[N:15][CH:14]=[C:13]3[N:20]2[CH2:25][CH2:24][CH:23]([NH:26][C:27]3[CH:32]=[CH:31][CH:30]=[CH:29][CH:28]=3)[CH2:22][CH2:21]2)=[CH:4][CH:3]=1. (2) Given the reactants [Cl:1][C:2]1[C:3]([N:27]([CH:29]([CH3:31])[CH3:30])[CH3:28])=[CH:4][C:5]2[N:11]=[C:10]([C:12]3[CH:17]=[CH:16][CH:15]=[C:14]([N:18]4[C:22]([CH2:23]O)=[CH:21][N:20]=[N:19]4)[CH:13]=3)[CH2:9][C:8](=[O:25])[NH:7][C:6]=2[CH:26]=1.S(Cl)(Cl)=O.[Cl-].[NH:37]1[CH2:41][CH2:40][CH2:39][CH2:38]1, predict the reaction product. The product is: [Cl:1][C:2]1[C:3]([N:27]([CH:29]([CH3:30])[CH3:31])[CH3:28])=[CH:4][C:5]2[N:11]=[C:10]([C:12]3[CH:17]=[CH:16][CH:15]=[C:14]([N:18]4[C:22]([CH2:23][N:37]5[CH2:41][CH2:40][CH2:39][CH2:38]5)=[CH:21][N:20]=[N:19]4)[CH:13]=3)[CH2:9][C:8](=[O:25])[NH:7][C:6]=2[CH:26]=1. (3) Given the reactants Cl[C:2]([O:4][CH3:5])=[O:3].[F:6][C:7]1[CH:12]=[CH:11][C:10]([F:13])=[CH:9][C:8]=1[NH:14][C:15]([C:17]1[CH:18]=[C:19]([C:24]2[CH:29]=[CH:28][C:27]([F:30])=[CH:26][C:25]=2[F:31])[CH:20]=[CH:21]C=1O)=[O:16].Cl, predict the reaction product. The product is: [F:31][C:25]1[CH:26]=[C:27]([F:30])[CH:28]=[CH:29][C:24]=1[C:19]1[CH:20]=[CH:21][C:5]2[O:4][C:2](=[O:3])[N:14]([C:8]3[CH:9]=[C:10]([F:13])[CH:11]=[CH:12][C:7]=3[F:6])[C:15](=[O:16])[C:17]=2[CH:18]=1. (4) Given the reactants CN(C(ON1N=NC2C=CC=NC1=2)=[N+](C)C)C.F[P-](F)(F)(F)(F)F.[NH2:25][CH2:26][C:27]1[C:28]([F:44])=[C:29]([O:34][C:35]2[CH:36]=[C:37]([CH:40]=[C:41]([Cl:43])[CH:42]=2)[C:38]#[N:39])[C:30]([Cl:33])=[CH:31][CH:32]=1.[CH3:45][C:46]1[C:47]([C:51](O)=[O:52])=[N:48][NH:49][N:50]=1.CCN(C(C)C)C(C)C, predict the reaction product. The product is: [Cl:33][C:30]1[CH:31]=[CH:32][C:27]([CH2:26][NH:25][C:51]([C:47]2[C:46]([CH3:45])=[N:50][NH:49][N:48]=2)=[O:52])=[C:28]([F:44])[C:29]=1[O:34][C:35]1[CH:36]=[C:37]([C:38]#[N:39])[CH:40]=[C:41]([Cl:43])[CH:42]=1. (5) The product is: [Cl:1][C:2]1[N:7]=[CH:6][C:5]([CH:8]([OH:29])[CH:9]([CH2:15][C:16]2[CH:21]=[CH:20][CH:19]=[C:18]([O:22][C:23]([F:27])([F:28])[CH:24]([F:25])[F:26])[CH:17]=2)[C:10]([O:12][CH2:13][CH3:14])=[O:11])=[CH:4][CH:3]=1. Given the reactants [Cl:1][C:2]1[N:7]=[CH:6][C:5]([C:8](=[O:29])[CH:9]([CH2:15][C:16]2[CH:21]=[CH:20][CH:19]=[C:18]([O:22][C:23]([F:28])([F:27])[CH:24]([F:26])[F:25])[CH:17]=2)[C:10]([O:12][CH2:13][CH3:14])=[O:11])=[CH:4][CH:3]=1.Cl, predict the reaction product.